From a dataset of Catalyst prediction with 721,799 reactions and 888 catalyst types from USPTO. Predict which catalyst facilitates the given reaction. (1) Reactant: Cl[C:2]1[C:7]([C:8]#[N:9])=[CH:6][N:5]=[C:4]2[S:10][C:11]([C:13]3[CH:18]=[CH:17][CH:16]=[CH:15][CH:14]=3)=[CH:12][C:3]=12.[NH2:19][C:20]1[CH:21]=[C:22]2[C:26](=[CH:27][CH:28]=1)[NH:25][CH:24]=[CH:23]2.Cl.N1C=CC=CC=1. Product: [NH:25]1[C:26]2[C:22](=[CH:21][C:20]([NH:19][C:2]3[C:7]([C:8]#[N:9])=[CH:6][N:5]=[C:4]4[S:10][C:11]([C:13]5[CH:18]=[CH:17][CH:16]=[CH:15][CH:14]=5)=[CH:12][C:3]=34)=[CH:28][CH:27]=2)[CH:23]=[CH:24]1. The catalyst class is: 486. (2) Reactant: F[C:2](F)(F)[C:3](O)=O.[C:8]([O:14][C:15]1[CH:20]=[CH:19][C:18]([C:21]2[CH:26]=[CH:25][C:24]([O:27][C:28]3[C:29](=[O:47])[N:30]([C:40]4[CH:45]=[CH:44][C:43]([CH3:46])=[CH:42][CH:41]=4)[N:31]=[CH:32][C:33]=3[N:34]3[CH2:39][CH2:38][NH:37][CH2:36][CH2:35]3)=[CH:23][CH:22]=2)=[CH:17][CH:16]=1)(=[O:13])[C:9]([CH3:12])([CH3:11])[CH3:10].CC(C)=O.C(I)C.C(N(CC)CC)C. Product: [C:8]([O:14][C:15]1[CH:20]=[CH:19][C:18]([C:21]2[CH:22]=[CH:23][C:24]([O:27][C:28]3[C:29](=[O:47])[N:30]([C:40]4[CH:41]=[CH:42][C:43]([CH3:46])=[CH:44][CH:45]=4)[N:31]=[CH:32][C:33]=3[N:34]3[CH2:39][CH2:38][N:37]([CH2:2][CH3:3])[CH2:36][CH2:35]3)=[CH:25][CH:26]=2)=[CH:17][CH:16]=1)(=[O:13])[C:9]([CH3:12])([CH3:11])[CH3:10]. The catalyst class is: 4. (3) Reactant: [C:1]([OH:9])(=[O:8])[C:2]([CH2:4][C:5](O)=[O:6])=[CH2:3].[N+:10]([C:13]1[CH:14]=[C:15]([CH:17]=[CH:18][CH:19]=1)[NH2:16])([O-:12])=[O:11]. Product: [N+:10]([C:13]1[CH:14]=[C:15]([N:16]2[C:5](=[O:6])[CH2:4][CH:2]([C:1]([OH:9])=[O:8])[CH2:3]2)[CH:17]=[CH:18][CH:19]=1)([O-:12])=[O:11]. The catalyst class is: 74. (4) Reactant: C[O:2][C:3]([C:5]1([CH3:22])[CH2:9][CH2:8][N:7]([CH2:10][C:11]2[CH:16]=[CH:15][CH:14]=[C:13]([O:17][C:18]([F:21])([F:20])[F:19])[CH:12]=2)[CH2:6]1)=[O:4].C1COCC1.O.[OH-].[Li+]. Product: [CH3:22][C:5]1([C:3]([OH:4])=[O:2])[CH2:9][CH2:8][N:7]([CH2:10][C:11]2[CH:16]=[CH:15][CH:14]=[C:13]([O:17][C:18]([F:19])([F:20])[F:21])[CH:12]=2)[CH2:6]1. The catalyst class is: 5. (5) Reactant: [S:1](Cl)([C:4]1[CH:10]=[CH:9][C:7]([CH3:8])=[CH:6][CH:5]=1)(=[O:3])=[O:2].[CH3:12][O:13][C:14](=[O:23])[C:15]1[CH:20]=[C:19]([NH2:21])[CH:18]=[C:17]([OH:22])[CH:16]=1.N1C=CC=CC=1. Product: [OH:22][C:17]1[CH:18]=[C:19]([NH2:21])[C:20]([S:1]([C:4]2[CH:10]=[CH:9][C:7]([CH3:8])=[CH:6][CH:5]=2)(=[O:3])=[O:2])=[C:15]([CH:16]=1)[C:14]([O:13][CH3:12])=[O:23]. The catalyst class is: 61.